From a dataset of NCI-60 drug combinations with 297,098 pairs across 59 cell lines. Regression. Given two drug SMILES strings and cell line genomic features, predict the synergy score measuring deviation from expected non-interaction effect. (1) Drug 1: C1=CC(=CC=C1C#N)C(C2=CC=C(C=C2)C#N)N3C=NC=N3. Drug 2: C(CN)CNCCSP(=O)(O)O. Cell line: A549. Synergy scores: CSS=5.94, Synergy_ZIP=-2.15, Synergy_Bliss=-0.951, Synergy_Loewe=4.37, Synergy_HSA=0.120. (2) Drug 1: C1=NC(=NC(=O)N1C2C(C(C(O2)CO)O)O)N. Drug 2: CNC(=O)C1=NC=CC(=C1)OC2=CC=C(C=C2)NC(=O)NC3=CC(=C(C=C3)Cl)C(F)(F)F. Cell line: SF-295. Synergy scores: CSS=3.69, Synergy_ZIP=-4.30, Synergy_Bliss=-3.88, Synergy_Loewe=-8.06, Synergy_HSA=-4.45. (3) Drug 1: CC12CCC(CC1=CCC3C2CCC4(C3CC=C4C5=CN=CC=C5)C)O. Drug 2: C1=CN(C(=O)N=C1N)C2C(C(C(O2)CO)O)O.Cl. Cell line: MDA-MB-435. Synergy scores: CSS=12.3, Synergy_ZIP=2.47, Synergy_Bliss=7.71, Synergy_Loewe=4.50, Synergy_HSA=6.84. (4) Drug 1: C1C(C(OC1N2C=NC3=C(N=C(N=C32)Cl)N)CO)O. Drug 2: CC1=C(C=C(C=C1)C(=O)NC2=CC(=CC(=C2)C(F)(F)F)N3C=C(N=C3)C)NC4=NC=CC(=N4)C5=CN=CC=C5. Cell line: KM12. Synergy scores: CSS=-0.355, Synergy_ZIP=-2.20, Synergy_Bliss=2.46, Synergy_Loewe=-7.30, Synergy_HSA=-1.86. (5) Cell line: NCI-H226. Synergy scores: CSS=16.1, Synergy_ZIP=-5.05, Synergy_Bliss=-1.08, Synergy_Loewe=0.0906, Synergy_HSA=0.0980. Drug 2: CC12CCC3C(C1CCC2O)C(CC4=C3C=CC(=C4)O)CCCCCCCCCS(=O)CCCC(C(F)(F)F)(F)F. Drug 1: C1CCC(CC1)NC(=O)N(CCCl)N=O.